This data is from Reaction yield outcomes from USPTO patents with 853,638 reactions. The task is: Predict the reaction yield, written as a fraction of the theoretical maximum amount of product (1.0 means a 100% yield; for example, 0.34 means a 34% yield). (1) The reactants are [CH3:1][O:2][CH:3]([O:45][CH3:46])[CH2:4][NH:5][C@:6]12[CH2:41][CH2:40][C@@H:39]([C:42]([CH3:44])=[CH2:43])[C@@H:7]1[C@@H:8]1[C@@:21]([CH3:24])([CH2:22][CH2:23]2)[C@@:20]2([CH3:25])[C@@H:11]([C@:12]3([CH3:38])[C@@H:17]([CH2:18][CH2:19]2)[C:16]([CH3:27])([CH3:26])[C:15]([C:28]2[CH:37]=[CH:36][C:31]([C:32]([O:34]C)=[O:33])=[CH:30][CH:29]=2)=[CH:14][CH2:13]3)[CH2:10][CH2:9]1.[OH-].[Na+]. The catalyst is O1CCOCC1.CO. The product is [CH3:1][O:2][CH:3]([O:45][CH3:46])[CH2:4][NH:5][C@:6]12[CH2:41][CH2:40][C@@H:39]([C:42]([CH3:44])=[CH2:43])[C@@H:7]1[C@@H:8]1[C@@:21]([CH3:24])([CH2:22][CH2:23]2)[C@@:20]2([CH3:25])[C@@H:11]([C@:12]3([CH3:38])[C@@H:17]([CH2:18][CH2:19]2)[C:16]([CH3:27])([CH3:26])[C:15]([C:28]2[CH:29]=[CH:30][C:31]([C:32]([OH:34])=[O:33])=[CH:36][CH:37]=2)=[CH:14][CH2:13]3)[CH2:10][CH2:9]1. The yield is 0.661. (2) The reactants are [CH2:1]([C:3]1[C:4]([CH3:23])=[C:5]([C:9]([NH:12][S:13]([C:16]2[CH:21]=[CH:20][CH:19]=[CH:18][C:17]=2F)(=[O:15])=[O:14])=[CH:10][CH:11]=1)[C:6]([OH:8])=[O:7])[CH3:2].C(N(CC)CC)C.[CH2:31]([N:33]([CH2:38][CH3:39])[CH2:34][CH2:35][CH2:36][NH2:37])[CH3:32]. The catalyst is C(#N)C. The product is [CH2:31]([N:33]([CH2:38][CH3:39])[CH2:34][CH2:35][CH2:36][NH:37][C:17]1[CH:18]=[CH:19][CH:20]=[CH:21][C:16]=1[S:13]([NH:12][C:9]1[C:5]([C:6]([OH:8])=[O:7])=[C:4]([CH3:23])[C:3]([CH2:1][CH3:2])=[CH:11][CH:10]=1)(=[O:15])=[O:14])[CH3:32]. The yield is 0.108. (3) The reactants are [NH:1]1[CH2:5][CH2:4][CH2:3][C@H:2]1[CH2:6][N:7]1[CH2:11][CH2:10][CH2:9][CH2:8]1.C(N(CC)CC)C.[F:19][C:20]1[CH:28]=[CH:27][C:23]([C:24](Cl)=[O:25])=[CH:22][CH:21]=1. The catalyst is ClCCl. The product is [F:19][C:20]1[CH:28]=[CH:27][C:23]([C:24]([N:1]2[CH2:5][CH2:4][CH2:3][C@H:2]2[CH2:6][N:7]2[CH2:11][CH2:10][CH2:9][CH2:8]2)=[O:25])=[CH:22][CH:21]=1. The yield is 0.830. (4) The reactants are [NH:1]1[C:9]2[C:4](=[CH:5][CH:6]=[CH:7][CH:8]=2)[CH2:3][C:2]1=[O:10].[CH2:11]([S:13](Cl)(=[O:15])=[O:14])[CH3:12].[Cl-].[Cl-].[Cl-].[Al+3].Cl. The catalyst is ClC(Cl)C.CO. The product is [CH2:11]([S:13]([C:6]1[CH:5]=[C:4]2[C:9](=[CH:8][CH:7]=1)[NH:1][C:2](=[O:10])[CH2:3]2)(=[O:15])=[O:14])[CH3:12]. The yield is 0.450. (5) The reactants are [NH2:1][C:2]([C:4]1[CH:5]=[C:6]([C:28]2[CH:33]=[CH:32][CH:31]=[CH:30][CH:29]=2)[CH:7]=[C:8]2[C:12]=1[NH:11][CH:10]=[C:9]2[CH2:13][CH2:14][CH:15]1[CH2:20][CH2:19][N:18](C(OC(C)(C)C)=O)[CH2:17][CH2:16]1)=[O:3].Cl. No catalyst specified. The product is [C:28]1([C:6]2[CH:7]=[C:8]3[C:12](=[C:4]([C:2]([NH2:1])=[O:3])[CH:5]=2)[NH:11][CH:10]=[C:9]3[CH2:13][CH2:14][CH:15]2[CH2:20][CH2:19][NH:18][CH2:17][CH2:16]2)[CH:33]=[CH:32][CH:31]=[CH:30][CH:29]=1. The yield is 1.00. (6) The reactants are [Cl:1][C:2]1[CH:7]=[N:6][C:5](Cl)=[CH:4][N:3]=1.[OH-].[NH4+:10].O.[NH2:12]N. The catalyst is O. The product is [Cl:1][C:2]1[CH:7]=[N:6][C:5]([NH:10][NH2:12])=[CH:4][N:3]=1. The yield is 0.780. (7) The reactants are [NH2:1][C:2]1[CH:7]=[CH:6][CH:5]=[CH:4][N:3]=1.C(N(C(C)C)CC)(C)C.CN(C(ON1N=NC2C=CC=CC1=2)=[N+](C)C)C.[B-](F)(F)(F)F.[Br:39][C:40]1[CH:41]=[CH:42][C:43]([CH2:46][C:47](O)=[O:48])=[N:44][CH:45]=1. The catalyst is C1COCC1. The product is [Br:39][C:40]1[CH:41]=[CH:42][C:43]([CH2:46][C:47]([NH:1][C:2]2[CH:7]=[CH:6][CH:5]=[CH:4][N:3]=2)=[O:48])=[N:44][CH:45]=1. The yield is 0.450. (8) The reactants are [CH2:1]([O:3][C:4]([C:6]1[N:7]([C:17]2[CH:22]=[CH:21][C:20]([O:23][CH:24]3[CH2:28][CH2:27][CH2:26][CH2:25]3)=[CH:19][CH:18]=2)[C:8]2[C:13]([C:14]=1[Cl:15])=[CH:12][C:11](Br)=[CH:10][CH:9]=2)=[O:5])[CH3:2].C[Sn](C)(C)[C:31]#[C:32][C:33]1[CH:38]=[CH:37][CH:36]=[CH:35][CH:34]=1. The catalyst is C1C=CC(P(C2C=CC=CC=2)C2C=CC=CC=2)=CC=1.C1(C)C=CC=CC=1. The product is [CH2:1]([O:3][C:4]([C:6]1[N:7]([C:17]2[CH:22]=[CH:21][C:20]([O:23][CH:24]3[CH2:28][CH2:27][CH2:26][CH2:25]3)=[CH:19][CH:18]=2)[C:8]2[C:13]([C:14]=1[Cl:15])=[CH:12][C:11]([C:31]#[C:32][C:33]1[CH:38]=[CH:37][CH:36]=[CH:35][CH:34]=1)=[CH:10][CH:9]=2)=[O:5])[CH3:2]. The yield is 0.420. (9) The reactants are COC1C=C(OC)C=CC=1C[N:6]([C:31]1[CH:36]=[CH:35][N:34]=[CH:33][N:32]=1)[S:7]([C:10]1[CH:15]=[C:14]([CH3:16])[C:13]([O:17][C@H:18]2[CH2:23][CH2:22][CH2:21][CH2:20][C@@H:19]2[C:24]2[N:28]([CH3:29])[N:27]=[CH:26][CH:25]=2)=[CH:12][C:11]=1[F:30])(=[O:9])=[O:8].C([SiH](CC)CC)C.FC(F)(F)C(O)=O. The catalyst is ClCCl. The product is [F:30][C:11]1[CH:12]=[C:13]([O:17][C@H:18]2[CH2:23][CH2:22][CH2:21][CH2:20][C@@H:19]2[C:24]2[N:28]([CH3:29])[N:27]=[CH:26][CH:25]=2)[C:14]([CH3:16])=[CH:15][C:10]=1[S:7]([NH:6][C:31]1[CH:36]=[CH:35][N:34]=[CH:33][N:32]=1)(=[O:8])=[O:9]. The yield is 0.990.